Dataset: Reaction yield outcomes from USPTO patents with 853,638 reactions. Task: Predict the reaction yield, written as a fraction of the theoretical maximum amount of product (1.0 means a 100% yield; for example, 0.34 means a 34% yield). (1) The reactants are [CH2:1]([CH:3]1[O:8][C:7]2[CH:9]=[C:10](I)[CH:11]=[CH:12][C:6]=2[O:5][CH2:4]1)[CH3:2].[CH3:14][N:15](C=O)C. The catalyst is [C-]#N.[C-]#N.[Zn+2].C1C=CC([P]([Pd]([P](C2C=CC=CC=2)(C2C=CC=CC=2)C2C=CC=CC=2)([P](C2C=CC=CC=2)(C2C=CC=CC=2)C2C=CC=CC=2)[P](C2C=CC=CC=2)(C2C=CC=CC=2)C2C=CC=CC=2)(C2C=CC=CC=2)C2C=CC=CC=2)=CC=1. The product is [CH2:1]([CH:3]1[CH2:4][O:5][C:6]2[CH:12]=[CH:11][C:10]([C:14]#[N:15])=[CH:9][C:7]=2[O:8]1)[CH3:2]. The yield is 0.920. (2) The reactants are O=P(Cl)(Cl)Cl.[N+:6]([C:9]1[CH:14]=[CH:13][CH:12]=[CH:11][C:10]=1[C:15]1[N:16]=[C:17]2[CH:22]=[CH:21][CH:20]=[CH:19][N:18]2[CH:23]=1)([O-:8])=[O:7].[OH-].[Na+].CN([CH:29]=[O:30])C. No catalyst specified. The product is [N+:6]([C:9]1[CH:14]=[CH:13][CH:12]=[CH:11][C:10]=1[C:15]1[N:16]=[C:17]2[CH:22]=[CH:21][CH:20]=[CH:19][N:18]2[C:23]=1[CH:29]=[O:30])([O-:8])=[O:7]. The yield is 0.920. (3) The reactants are [CH2:1]([C:3]1[CH:4]=[N:5][N:6]([CH3:18])[C:7]=1[C:8]1[CH:9]=[C:10]([C:14]([O:16]C)=[O:15])[S:11][C:12]=1[CH3:13])[CH3:2].[OH-].[Na+]. The catalyst is O1CCCC1. The product is [CH2:1]([C:3]1[CH:4]=[N:5][N:6]([CH3:18])[C:7]=1[C:8]1[CH:9]=[C:10]([C:14]([OH:16])=[O:15])[S:11][C:12]=1[CH3:13])[CH3:2]. The yield is 1.00.